This data is from Full USPTO retrosynthesis dataset with 1.9M reactions from patents (1976-2016). The task is: Predict the reactants needed to synthesize the given product. (1) Given the product [C:22]([C:9]1[CH:10]=[N:11][C:12]2[C:17]([C:8]=1[C:4]1[CH:3]=[C:2]([NH:1][C:38](=[O:39])[CH2:37][C:32]3[CH:33]=[CH:34][CH:35]=[CH:36][C:31]=3[Cl:30])[CH:7]=[CH:6][CH:5]=1)=[CH:16][CH:15]=[CH:14][C:13]=2[C:18]([F:21])([F:19])[F:20])(=[O:23])[C:24]1[CH:25]=[CH:26][CH:27]=[CH:28][CH:29]=1, predict the reactants needed to synthesize it. The reactants are: [NH2:1][C:2]1[CH:3]=[C:4]([C:8]2[C:17]3[C:12](=[C:13]([C:18]([F:21])([F:20])[F:19])[CH:14]=[CH:15][CH:16]=3)[N:11]=[CH:10][C:9]=2[C:22]([C:24]2[CH:29]=[CH:28][CH:27]=[CH:26][CH:25]=2)=[O:23])[CH:5]=[CH:6][CH:7]=1.[Cl:30][C:31]1[CH:36]=[CH:35][CH:34]=[CH:33][C:32]=1[CH2:37][C:38](Cl)=[O:39]. (2) The reactants are: [F:1][C:2]1[CH:3]=[C:4]([CH:29]=[C:30]([F:32])[CH:31]=1)[CH2:5][NH:6][C:7]1[CH:12]=[C:11]([NH:13][C:14]2[CH:19]=[CH:18][C:17]([N:20]3[CH2:25][CH2:24][O:23][CH2:22][CH2:21]3)=[CH:16][CH:15]=2)[N:10]=[CH:9][C:8]=1C(O)=O.Cl.C(N=C=NCCCN(C)C)C.O.O[N:47]1[C:51]2[CH:52]=CC=CC=2N=N1.C(N)C.C1C[O:62][CH2:61][CH2:60]1. Given the product [F:1][C:2]1[CH:3]=[C:4]([CH:29]=[C:30]([F:32])[CH:31]=1)[CH2:5][NH:6][C:7]1[CH:12]=[C:11]([NH:13][C:14]2[CH:19]=[CH:18][C:17]([N:20]3[CH2:21][CH2:22][O:23][CH2:24][CH2:25]3)=[CH:16][CH:15]=2)[N:10]=[CH:9][C:8]=1[CH2:60][C:61]([NH:47][CH2:51][CH3:52])=[O:62], predict the reactants needed to synthesize it. (3) The reactants are: [C:1]([O:5][C:6]([N:8]1[CH2:15][CH:14]2[CH:10]([CH2:11][N:12](CC3C=CC=CC=3)[CH2:13]2)[CH2:9]1)=[O:7])([CH3:4])([CH3:3])[CH3:2]. Given the product [C:1]([O:5][C:6]([N:8]1[CH2:9][CH:10]2[CH:14]([CH2:13][NH:12][CH2:11]2)[CH2:15]1)=[O:7])([CH3:4])([CH3:2])[CH3:3], predict the reactants needed to synthesize it. (4) Given the product [F:38][C:35]1[CH:36]=[CH:37][C:32]([S:29]([N:17]([CH2:18][C:19]2[CH:24]=[CH:23][CH:22]=[C:21]([C:25]([F:26])([F:27])[F:28])[CH:20]=2)[C:15]2[CH:14]=[CH:13][C:12]3[N:8]([CH2:7][C:6]([OH:42])=[O:5])[C:9]([CH2:39][CH2:40][CH3:41])=[N:10][C:11]=3[CH:16]=2)(=[O:31])=[O:30])=[CH:33][CH:34]=1, predict the reactants needed to synthesize it. The reactants are: C([O:5][C:6](=[O:42])[CH2:7][N:8]1[C:12]2[CH:13]=[CH:14][C:15]([N:17]([S:29]([C:32]3[CH:37]=[CH:36][C:35]([F:38])=[CH:34][CH:33]=3)(=[O:31])=[O:30])[CH2:18][C:19]3[CH:24]=[CH:23][CH:22]=[C:21]([C:25]([F:28])([F:27])[F:26])[CH:20]=3)=[CH:16][C:11]=2[N:10]=[C:9]1[CH2:39][CH2:40][CH3:41])(C)(C)C.C(O)(C(F)(F)F)=O.